From a dataset of NCI-60 drug combinations with 297,098 pairs across 59 cell lines. Regression. Given two drug SMILES strings and cell line genomic features, predict the synergy score measuring deviation from expected non-interaction effect. (1) Drug 1: C1C(C(OC1N2C=NC3=C(N=C(N=C32)Cl)N)CO)O. Drug 2: C(CN)CNCCSP(=O)(O)O. Cell line: OVCAR-4. Synergy scores: CSS=6.95, Synergy_ZIP=-2.24, Synergy_Bliss=0.0539, Synergy_Loewe=-12.4, Synergy_HSA=-1.56. (2) Drug 1: CN(CC1=CN=C2C(=N1)C(=NC(=N2)N)N)C3=CC=C(C=C3)C(=O)NC(CCC(=O)O)C(=O)O. Drug 2: CC1C(C(CC(O1)OC2CC(CC3=C2C(=C4C(=C3O)C(=O)C5=C(C4=O)C(=CC=C5)OC)O)(C(=O)CO)O)N)O.Cl. Cell line: 786-0. Synergy scores: CSS=58.5, Synergy_ZIP=-11.8, Synergy_Bliss=-27.5, Synergy_Loewe=19.4, Synergy_HSA=-20.1. (3) Synergy scores: CSS=69.1, Synergy_ZIP=6.41, Synergy_Bliss=4.28, Synergy_Loewe=-20.2, Synergy_HSA=4.66. Cell line: OVCAR-5. Drug 1: CCN(CC)CCNC(=O)C1=C(NC(=C1C)C=C2C3=C(C=CC(=C3)F)NC2=O)C. Drug 2: CC1CCCC2(C(O2)CC(NC(=O)CC(C(C(=O)C(C1O)C)(C)C)O)C(=CC3=CSC(=N3)C)C)C. (4) Drug 1: C1C(C(OC1N2C=C(C(=O)NC2=O)F)CO)O. Drug 2: CC(C)NC(=O)C1=CC=C(C=C1)CNNC.Cl. Cell line: NCIH23. Synergy scores: CSS=4.36, Synergy_ZIP=-1.12, Synergy_Bliss=1.45, Synergy_Loewe=-4.27, Synergy_HSA=-0.152.